Dataset: Forward reaction prediction with 1.9M reactions from USPTO patents (1976-2016). Task: Predict the product of the given reaction. (1) Given the reactants [CH3:1][O:2][C:3]1[CH:4]=[C:5]2[C:10](=[CH:11][C:12]=1[OH:13])[N:9]=[CH:8][CH:7]=[C:6]2[O:14][C:15]1[C:16]([C:23]2[CH:28]=[CH:27][C:26]([CH3:29])=[CH:25][N:24]=2)=[N:17][C:18]([CH3:22])=[C:19]([CH3:21])[CH:20]=1.C(=O)([O-])[O-].[K+].[K+].[CH2:36]([CH:38]1[O:40][CH2:39]1)Br, predict the reaction product. The product is: [CH3:1][O:2][C:3]1[CH:4]=[C:5]2[C:10](=[CH:11][C:12]=1[O:13][CH2:36][CH:38]1[CH2:39][O:40]1)[N:9]=[CH:8][CH:7]=[C:6]2[O:14][C:15]1[C:16]([C:23]2[CH:28]=[CH:27][C:26]([CH3:29])=[CH:25][N:24]=2)=[N:17][C:18]([CH3:22])=[C:19]([CH3:21])[CH:20]=1. (2) Given the reactants [OH:1][CH:2]1[CH2:7][CH2:6][CH:5]([C:8]([O:10][CH2:11][CH3:12])=[O:9])[CH2:4][CH2:3]1.[N:13]1[CH:18]=[CH:17][CH:16]=[CH:15][C:14]=1O.C1(P(C2C=CC=CC=2)C2C=CC=CC=2)C=CC=CC=1.N(C(OCC)=O)=NC(OCC)=O, predict the reaction product. The product is: [N:13]1[CH:18]=[CH:17][CH:16]=[CH:15][C:14]=1[O:1][CH:2]1[CH2:3][CH2:4][CH:5]([C:8]([O:10][CH2:11][CH3:12])=[O:9])[CH2:6][CH2:7]1. (3) Given the reactants C(OC([NH:8][C:9]1[S:13][C:12]([C:14]([O:16][CH2:17][CH3:18])=[O:15])=[CH:11][C:10]=1[C:19]#[C:20][C:21]1[CH:26]=[CH:25][CH:24]=[CH:23][CH:22]=1)=O)(C)(C)C.[C:27](=[O:30])([O-])[O-:28].[K+].[K+].P([C:34]([CH3:37])([CH3:36])[CH3:35])([C:34]([CH3:37])([CH3:36])[CH3:35])[C:34]([CH3:37])([CH3:36])[CH3:35].Cl, predict the reaction product. The product is: [C:21]1([C:20]2[NH:8][C:9]3[S:13][C:12]([C:14]([O:16][CH2:17][CH3:18])=[O:15])=[CH:11][C:10]=3[C:19]=2[C:27]([O:28][C:34]([CH3:37])([CH3:36])[CH3:35])=[O:30])[CH:22]=[CH:23][CH:24]=[CH:25][CH:26]=1. (4) Given the reactants Br[CH2:2][C:3]1[N:4]([CH3:28])[C:5]2[C:10]([N:11]=1)=[C:9]([N:12]1[CH2:17][CH2:16][O:15][CH2:14][CH2:13]1)[N:8]=[C:7]([N:18]1[C:22]3[CH:23]=[CH:24][CH:25]=[CH:26][C:21]=3[N:20]=[C:19]1[CH3:27])[N:6]=2.[O:29]1[CH2:33][CH2:32][CH:31]([CH2:34][NH2:35])[CH2:30]1, predict the reaction product. The product is: [CH3:28][N:4]1[C:3]([CH2:2][NH:35][CH2:34][CH:31]2[CH2:32][CH2:33][O:29][CH2:30]2)=[N:11][C:10]2[C:5]1=[N:6][C:7]([N:18]1[C:22]3[CH:23]=[CH:24][CH:25]=[CH:26][C:21]=3[N:20]=[C:19]1[CH3:27])=[N:8][C:9]=2[N:12]1[CH2:17][CH2:16][O:15][CH2:14][CH2:13]1. (5) Given the reactants C([O:5][C:6]1[CH:11]=[CH:10][C:9]([CH2:12][CH:13]([NH:37][CH:38]([CH3:40])[CH3:39])[C:14]([N:16]2[CH:25]([C:26]3[NH:27][CH:28]=[C:29]([C:31]4[CH:36]=[CH:35][CH:34]=[CH:33][CH:32]=4)[N:30]=3)[CH2:24][C:23]3[C:18](=[CH:19][CH:20]=[CH:21][CH:22]=3)[CH2:17]2)=[O:15])=[CH:8][CH:7]=1)(C)(C)C.FC(F)(F)C(O)=O, predict the reaction product. The product is: [OH:5][C:6]1[CH:11]=[CH:10][C:9]([CH2:12][CH:13]([NH:37][CH:38]([CH3:40])[CH3:39])[C:14]([N:16]2[CH:25]([C:26]3[NH:27][CH:28]=[C:29]([C:31]4[CH:32]=[CH:33][CH:34]=[CH:35][CH:36]=4)[N:30]=3)[CH2:24][C:23]3[C:18](=[CH:19][CH:20]=[CH:21][CH:22]=3)[CH2:17]2)=[O:15])=[CH:8][CH:7]=1. (6) Given the reactants [NH2:1][C:2]1[C:7]2=[C:8]([C:16]3[CH:21]=[CH:20][C:19]([NH2:22])=[CH:18][CH:17]=3)[C:9]([C:11]([O:13][CH2:14][CH3:15])=[O:12])=[CH:10][N:6]2[N:5]=[CH:4][N:3]=1.Cl[C:24]1[NH:25][C:26]2[CH:32]=[CH:31][CH:30]=[CH:29][C:27]=2[N:28]=1.Cl, predict the reaction product. The product is: [NH2:1][C:2]1[C:7]2=[C:8]([C:16]3[CH:17]=[CH:18][C:19]([NH:22][C:24]4[NH:28][C:27]5[CH:29]=[CH:30][CH:31]=[CH:32][C:26]=5[N:25]=4)=[CH:20][CH:21]=3)[C:9]([C:11]([O:13][CH2:14][CH3:15])=[O:12])=[CH:10][N:6]2[N:5]=[CH:4][N:3]=1. (7) Given the reactants [C:1]([O:5][C:6](=[O:24])[NH:7][CH:8]([CH3:23])[C:9]([NH:11][C:12]1[N:13]=[C:14](Br)[C:15]2[C:20]([CH:21]=1)=[CH:19][CH:18]=[CH:17][CH:16]=2)=[O:10])([CH3:4])([CH3:3])[CH3:2].[C:25]([C:27]1[CH:31]=[CH:30][S:29][CH:28]=1)#[CH:26].CCN(C(C)C)C(C)C, predict the reaction product. The product is: [C:1]([O:5][C:6](=[O:24])[NH:7][CH:8]([CH3:23])[C:9](=[O:10])[NH:11][C:12]1[N:13]=[C:14]([C:26]#[C:25][C:27]2[CH:31]=[CH:30][S:29][CH:28]=2)[C:15]2[C:20]([CH:21]=1)=[CH:19][CH:18]=[CH:17][CH:16]=2)([CH3:4])([CH3:3])[CH3:2]. (8) Given the reactants C([O:3][CH2:4][CH2:5][S:6]([C:9]1[CH:14]=[CH:13][C:12]([CH:15]([C:23]2[NH:32][C:26]3=[N:27][CH:28]=[C:29]([F:31])[CH:30]=[C:25]3[CH:24]=2)[CH2:16][CH:17]2[CH2:22][CH2:21][O:20][CH2:19][CH2:18]2)=[CH:11][CH:10]=1)(=[O:8])=[O:7])C.B(Br)(Br)Br, predict the reaction product. The product is: [F:31][C:29]1[CH:30]=[C:25]2[CH:24]=[C:23]([CH:15]([C:12]3[CH:13]=[CH:14][C:9]([S:6]([CH2:5][CH2:4][OH:3])(=[O:7])=[O:8])=[CH:10][CH:11]=3)[CH2:16][CH:17]3[CH2:18][CH2:19][O:20][CH2:21][CH2:22]3)[NH:32][C:26]2=[N:27][CH:28]=1. (9) Given the reactants [Cl:1][C:2]1[CH:7]=[C:6]([N+:8]([O-:10])=[O:9])[C:5](F)=[CH:4][C:3]=1[CH3:12].[NH2:13][CH:14]1[CH2:19][CH2:18][N:17]([C:20]([O:22][C:23]([CH3:26])([CH3:25])[CH3:24])=[O:21])[CH2:16][CH2:15]1.C(N(C(C)C)CC)(C)C, predict the reaction product. The product is: [Cl:1][C:2]1[C:3]([CH3:12])=[CH:4][C:5]([NH:13][CH:14]2[CH2:15][CH2:16][N:17]([C:20]([O:22][C:23]([CH3:26])([CH3:25])[CH3:24])=[O:21])[CH2:18][CH2:19]2)=[C:6]([N+:8]([O-:10])=[O:9])[CH:7]=1. (10) Given the reactants [C:1]([C:3]1[C:4]([N:18]2[CH2:23][CH2:22][CH:21]([C:24]([OH:26])=O)[CH2:20][CH2:19]2)=[N:5][C:6]([C:14]([F:17])([F:16])[F:15])=[C:7]([C:9]([O:11][CH2:12][CH3:13])=[O:10])[CH:8]=1)#[N:2].[F:27][C:28]1[CH:33]=[CH:32][C:31]([CH3:34])=[CH:30][C:29]=1[CH2:35][S:36]([NH2:39])(=[O:38])=[O:37], predict the reaction product. The product is: [C:1]([C:3]1[C:4]([N:18]2[CH2:23][CH2:22][CH:21]([C:24](=[O:26])[NH:39][S:36]([CH2:35][C:29]3[CH:30]=[C:31]([CH3:34])[CH:32]=[CH:33][C:28]=3[F:27])(=[O:38])=[O:37])[CH2:20][CH2:19]2)=[N:5][C:6]([C:14]([F:17])([F:16])[F:15])=[C:7]([CH:8]=1)[C:9]([O:11][CH2:12][CH3:13])=[O:10])#[N:2].